Dataset: Forward reaction prediction with 1.9M reactions from USPTO patents (1976-2016). Task: Predict the product of the given reaction. (1) Given the reactants [F:1][C:2]1[CH:3]=[C:4]([CH2:9][C:10]([OH:12])=O)[CH:5]=[CH:6][C:7]=1[F:8].S(Cl)([Cl:15])=O, predict the reaction product. The product is: [F:1][C:2]1[CH:3]=[C:4]([CH2:9][C:10]([Cl:15])=[O:12])[CH:5]=[CH:6][C:7]=1[F:8]. (2) Given the reactants CCN(C(C)C)C(C)C.[C:10]1([C:16]2[NH:20][N:19]=[C:18]([C:21]([NH:23][CH2:24][C:25]([OH:27])=O)=[O:22])[CH:17]=2)[CH:15]=[CH:14][CH:13]=[CH:12][CH:11]=1.[F:28]C1C=CC=CC=1CC(C1C=CC=CC=1)=O.C1C=CC2N(O)N=NC=2C=1.CCN=C=NCCCN(C)C.Cl.Cl.Cl.[Cl:68][C:69]1[CH:74]=[CH:73][CH:72]=[CH:71][C:70]=1[NH:75][CH:76]1[CH2:81][CH2:80][NH:79][CH2:78][CH2:77]1, predict the reaction product. The product is: [Cl:68][C:69]1[CH:74]=[CH:73][CH:72]=[CH:71][C:70]=1[NH:75][CH:76]1[CH2:81][CH2:80][N:79]([C:25](=[O:27])[CH2:24][NH:23][C:21]([C:18]2[CH:17]=[C:16]([C:10]3[CH:11]=[CH:12][CH:13]=[CH:14][C:15]=3[F:28])[NH:20][N:19]=2)=[O:22])[CH2:78][CH2:77]1. (3) The product is: [CH2:1]([C:5]1[CH:6]=[CH:7][C:8]([C:11]#[C:12][C:13]2[CH:44]=[CH:43][C:16]([CH2:17][N:18]([CH2:30][C:31]3[CH:42]=[CH:41][C:34]([O:35][CH2:36][C:37]([OH:39])=[O:38])=[CH:33][CH:32]=3)[C:19]([NH:21][C:22]3[CH:27]=[CH:26][C:25]([C:28]#[N:29])=[CH:24][CH:23]=3)=[O:20])=[CH:15][CH:14]=2)=[CH:9][CH:10]=1)[CH2:2][CH2:3][CH3:4]. Given the reactants [CH2:1]([C:5]1[CH:10]=[CH:9][C:8]([C:11]#[C:12][C:13]2[CH:44]=[CH:43][C:16]([CH2:17][N:18]([CH2:30][C:31]3[CH:42]=[CH:41][C:34]([O:35][CH2:36][C:37]([O:39]C)=[O:38])=[CH:33][CH:32]=3)[C:19]([NH:21][C:22]3[CH:27]=[CH:26][C:25]([C:28]#[N:29])=[CH:24][CH:23]=3)=[O:20])=[CH:15][CH:14]=2)=[CH:7][CH:6]=1)[CH2:2][CH2:3][CH3:4].[OH-].[Na+].Cl, predict the reaction product. (4) Given the reactants [CH2:1]([O:3][C:4]([C@H:6]1[C@@H:10]([O:11][C:12]2[CH:17]=[CH:16][CH:15]=[C:14]([CH:18]([CH3:20])[CH3:19])[CH:13]=2)[CH2:9][N:8](CC2C=CC=CC=2)[CH2:7]1)=[O:5])[CH3:2].C(O[C:33](=[O:39])[O:34][C:35]([CH3:38])([CH3:37])[CH3:36])(C)(C)C, predict the reaction product. The product is: [CH2:1]([O:3][C:4]([C@H:6]1[C@@H:10]([O:11][C:12]2[CH:17]=[CH:16][CH:15]=[C:14]([CH:18]([CH3:19])[CH3:20])[CH:13]=2)[CH2:9][N:8]([C:33]([O:34][C:35]([CH3:36])([CH3:37])[CH3:38])=[O:39])[CH2:7]1)=[O:5])[CH3:2]. (5) Given the reactants Cl[C:2]1[CH:22]=[CH:21][C:5]([C:6]([NH:8][CH2:9][C:10]2[CH:15]=[CH:14][CH:13]=[C:12]([NH:16][S:17]([CH3:20])(=[O:19])=[O:18])[CH:11]=2)=[O:7])=[CH:4][N:3]=1.[CH:23]1([CH2:26][NH:27][C:28](=[O:45])[C:29]2[CH:34]=[CH:33][C:32]([CH3:35])=[C:31](B3OC(C)(C)C(C)(C)O3)[CH:30]=2)[CH2:25][CH2:24]1, predict the reaction product. The product is: [CH:23]1([CH2:26][NH:27][C:28]([C:29]2[CH:30]=[CH:31][C:32]([CH3:35])=[C:33]([C:2]3[CH:22]=[CH:21][C:5]([C:6]([NH:8][CH2:9][C:10]4[CH:15]=[CH:14][CH:13]=[C:12]([NH:16][S:17]([CH3:20])(=[O:19])=[O:18])[CH:11]=4)=[O:7])=[CH:4][N:3]=3)[CH:34]=2)=[O:45])[CH2:25][CH2:24]1. (6) The product is: [Br:1][C:2]1[CH:7]=[CH:6][C:5]([C:8]2[N:21]=[C:22]([N:24]3[CH2:25][CH2:26][C:27]([F:31])([F:30])[CH2:28][CH2:29]3)[O:10][C:9]=2[C@@H:11]2[CH2:16][CH2:15][CH2:14][CH2:13][C@H:12]2[C:17]([O:19][CH3:20])=[O:18])=[CH:4][CH:3]=1. Given the reactants [Br:1][C:2]1[CH:7]=[CH:6][C:5]([CH:8]([NH:21][C:22]([N:24]2[CH2:29][CH2:28][C:27]([F:31])([F:30])[CH2:26][CH2:25]2)=O)[C:9]([C@@H:11]2[CH2:16][CH2:15][CH2:14][CH2:13][C@H:12]2[C:17]([O:19][CH3:20])=[O:18])=[O:10])=[CH:4][CH:3]=1, predict the reaction product. (7) Given the reactants [CH3:1][O:2][C:3]([C:5]1[CH:6]=[C:7]([CH:21]=[CH:22][C:23]=1[NH:24][S:25]([C:28]1[CH:33]=[CH:32][CH:31]=[CH:30][CH:29]=1)(=[O:27])=[O:26])[O:8][C:9]1[CH:10]=[CH:11][C:12]([N+:18]([O-])=O)=[C:13]([CH:17]=1)[C:14]([OH:16])=[O:15])=[O:4], predict the reaction product. The product is: [NH2:18][C:12]1[CH:11]=[CH:10][C:9]([O:8][C:7]2[CH:21]=[CH:22][C:23]([NH:24][S:25]([C:28]3[CH:33]=[CH:32][CH:31]=[CH:30][CH:29]=3)(=[O:27])=[O:26])=[C:5]([C:3]([O:2][CH3:1])=[O:4])[CH:6]=2)=[CH:17][C:13]=1[C:14]([OH:16])=[O:15]. (8) Given the reactants [F:1][C:2]1[CH:7]=[CH:6][CH:5]=[CH:4][C:3]=1[CH:8]1[CH2:10][CH:9]1[C:11]([O:13]C)=[O:12].[OH-].[Na+].O.CO, predict the reaction product. The product is: [F:1][C:2]1[CH:7]=[CH:6][CH:5]=[CH:4][C:3]=1[CH:8]1[CH2:10][CH:9]1[C:11]([OH:13])=[O:12].